From a dataset of Forward reaction prediction with 1.9M reactions from USPTO patents (1976-2016). Predict the product of the given reaction. (1) The product is: [CH2:1]([S:8]([N:11]1[CH2:16][CH2:15][CH:14]([CH2:17][N:18]2[C:26]3[C:21](=[CH:22][C:23]([C:27]4[CH:28]=[N:29][NH:30][CH:31]=4)=[CH:24][CH:25]=3)[CH:20]=[N:19]2)[CH2:13][CH2:12]1)(=[O:9])=[O:10])[C:2]1[CH:7]=[CH:6][CH:5]=[CH:4][CH:3]=1. Given the reactants [CH2:1]([S:8]([N:11]1[CH2:16][CH2:15][CH:14]([CH2:17][N:18]2[C:26]3[C:21](=[CH:22][C:23]([C:27]4[CH:28]=[N:29][N:30](C5CCCCO5)[CH:31]=4)=[CH:24][CH:25]=3)[CH:20]=[N:19]2)[CH2:13][CH2:12]1)(=[O:10])=[O:9])[C:2]1[CH:7]=[CH:6][CH:5]=[CH:4][CH:3]=1.O.C1(C)C=CC(S(O)(=O)=O)=CC=1, predict the reaction product. (2) Given the reactants [C:1]([NH:4][C:5]1[CH:10]=[C:9]([N:11]2[CH:15]=[C:14]([C:16]([NH2:18])=O)[C:13]([I:19])=[N:12]2)[C:8]([CH3:20])=[CH:7][N:6]=1)(=[O:3])[CH3:2].C[N:22]([CH:24](OC)OC)C.[NH2:29]N.O, predict the reaction product. The product is: [I:19][C:13]1[C:14]([C:16]2[N:22]=[CH:24][NH:29][N:18]=2)=[CH:15][N:11]([C:9]2[C:8]([CH3:20])=[CH:7][N:6]=[C:5]([NH:4][C:1](=[O:3])[CH3:2])[CH:10]=2)[N:12]=1. (3) The product is: [CH:10]1[C:19]2[C:14](=[CH:15][CH:16]=[CH:17][CH:18]=2)[CH:13]=[CH:12][C:11]=1[CH:20]=[N:3][NH:2][C:1]([O:5][C:6]([CH3:9])([CH3:8])[CH3:7])=[O:4]. Given the reactants [C:1]([O:5][C:6]([CH3:9])([CH3:8])[CH3:7])(=[O:4])[NH:2][NH2:3].[CH:10]1[C:19]2[C:14](=[CH:15][CH:16]=[CH:17][CH:18]=2)[CH:13]=[CH:12][C:11]=1[CH:20]=O, predict the reaction product. (4) Given the reactants [CH3:1][C:2]1[C:9]([N+:10]([O-:12])=[O:11])=[CH:8][C:5]([C:6]#[N:7])=[CH:4][C:3]=1[N+:13]([O-:15])=[O:14].[NH2:16]N1C=NN=C1.CS(C)=O.CC(C)([O-])C.[Li+], predict the reaction product. The product is: [NH2:16][C:8]1[C:9]([N+:10]([O-:12])=[O:11])=[C:2]([CH3:1])[C:3]([N+:13]([O-:15])=[O:14])=[CH:4][C:5]=1[C:6]#[N:7]. (5) Given the reactants C(N(CC)CC)C.[F:8][C:9]1[CH:17]=[CH:16][CH:15]=[C:14]2[C:10]=1[C:11]([CH:25]=[O:26])=[CH:12][N:13]2C(OC(C)(C)C)=O.[CH:27](=[N:34][C:35]1[CH:40]=[CH:39][CH:38]=[C:37]([O:41][CH3:42])[CH:36]=1)[C:28]1[CH:33]=[CH:32][CH:31]=[CH:30][CH:29]=1, predict the reaction product. The product is: [F:8][C:9]1[CH:17]=[CH:16][CH:15]=[C:14]2[C:10]=1[C:11]([C:25](=[O:26])[CH:27]([NH:34][C:35]1[CH:40]=[CH:39][CH:38]=[C:37]([O:41][CH3:42])[CH:36]=1)[C:28]1[CH:29]=[CH:30][CH:31]=[CH:32][CH:33]=1)=[CH:12][NH:13]2.